From a dataset of Full USPTO retrosynthesis dataset with 1.9M reactions from patents (1976-2016). Predict the reactants needed to synthesize the given product. (1) Given the product [C:38]([O:37][C:36]([N:35]([CH2:34][C:32]1[CH:31]=[CH:30][C:29]2[O:24][CH2:25][CH2:26][O:27][C:28]=2[CH:33]=1)[CH:43]1[CH2:48][CH2:47][N:46]([CH2:14][CH2:13][N:10]2[C:11]3[C:6](=[CH:5][CH:4]=[C:3]([O:2][CH3:1])[CH:12]=3)[C:7](/[CH:17]=[CH:18]/[C:19]([O:21][CH2:22][CH3:23])=[O:20])=[CH:8][C:9]2=[O:16])[CH2:45][CH2:44]1)=[O:42])([CH3:41])([CH3:39])[CH3:40], predict the reactants needed to synthesize it. The reactants are: [CH3:1][O:2][C:3]1[CH:12]=[C:11]2[C:6]([C:7](/[CH:17]=[CH:18]/[C:19]([O:21][CH2:22][CH3:23])=[O:20])=[CH:8][C:9](=[O:16])[N:10]2[CH2:13][CH:14]=O)=[CH:5][CH:4]=1.[O:24]1[C:29]2[CH:30]=[CH:31][C:32]([CH2:34][N:35]([CH:43]3[CH2:48][CH2:47][NH:46][CH2:45][CH2:44]3)[C:36](=[O:42])[O:37][C:38]([CH3:41])([CH3:40])[CH3:39])=[CH:33][C:28]=2[O:27][CH2:26][CH2:25]1.C(O[BH-](OC(=O)C)OC(=O)C)(=O)C.[Na+].C(=O)([O-])O.[Na+]. (2) Given the product [C:17]([NH:25][C:26]1[CH:38]=[C:37]([C:5]2[CH:6]=[CH:7][C:2]([OH:1])=[CH:3][CH:4]=2)[CH:36]=[CH:35][C:27]=1[C:28]([O:30][C:31]([CH3:33])([CH3:34])[CH3:32])=[O:29])(=[O:24])[C:18]1[CH:19]=[CH:20][CH:21]=[CH:22][CH:23]=1, predict the reactants needed to synthesize it. The reactants are: [OH:1][C:2]1[CH:7]=[CH:6][C:5](B(O)O)=[CH:4][CH:3]=1.C(=O)([O-])[O-].[Na+].[Na+].[C:17]([NH:25][C:26]1[CH:38]=[C:37](Br)[CH:36]=[CH:35][C:27]=1[C:28]([O:30][C:31]([CH3:34])([CH3:33])[CH3:32])=[O:29])(=[O:24])[C:18]1[CH:23]=[CH:22][CH:21]=[CH:20][CH:19]=1. (3) Given the product [CH2:2]([C:51](=[C:28]1[C:27]2[C:19]([CH:20]=[C:21]3[C:26]=2[CH:25]=[C:24]([C:34]([CH3:37])([CH3:36])[CH3:35])[C:23]([C:38]2[CH:47]=[CH:46][C:45]4[C:40](=[CH:41][CH:42]=[CH:43][CH:44]=4)[CH:39]=2)=[CH:22]3)=[C:18]([CH:21]2[CH:26]=[CH:27][CH:19]=[CH:20]2)[C:17]([C:8]2[CH:9]=[CH:10][C:11]3[C:16](=[CH:15][CH:14]=[CH:13][CH:12]=3)[CH:7]=2)=[C:29]1[C:30]([CH3:31])([CH3:32])[CH3:33])[CH2:50][C:49]1[CH:48]=[CH:16][CH:7]=[CH:8][CH:9]=1)[C:1]1[CH:4]=[CH:10][CH:11]=[CH:12][CH:3]=1, predict the reactants needed to synthesize it. The reactants are: [C:1](OC)([CH3:4])([CH3:3])[CH3:2].[CH:7]1[C:16]2[C:11](=[CH:12][CH:13]=[CH:14][CH:15]=2)[CH:10]=[CH:9][C:8]=1[C:17]1[C:29]([C:30]([CH3:33])([CH3:32])[CH3:31])=[CH:28][C:27]2[C:26]3[C:21](=[CH:22][C:23]([C:38]4[CH:47]=[CH:46][C:45]5[C:40](=[CH:41][CH:42]=[CH:43][CH:44]=5)[CH:39]=4)=[C:24]([C:34]([CH3:37])([CH3:36])[CH3:35])[CH:25]=3)[CH2:20][C:19]=2[CH:18]=1.[CH2:48]([Li])[CH2:49][CH2:50][CH3:51].Cl. (4) Given the product [C:19]([CH2:18][N:9]1[CH2:8][CH2:7][N:6]([C:10]([O:12][C:13]([CH3:16])([CH3:15])[CH3:14])=[O:11])[CH2:5][C:4]1=[O:3])#[N:20], predict the reactants needed to synthesize it. The reactants are: [H-].[Na+].[O:3]=[C:4]1[NH:9][CH2:8][CH2:7][N:6]([C:10]([O:12][C:13]([CH3:16])([CH3:15])[CH3:14])=[O:11])[CH2:5]1.Br[CH2:18][C:19]#[N:20]. (5) Given the product [Cl-:25].[CH3:20][C:21]1[CH:22]=[C:23]([CH:26]=[CH:27][C:28]=1[O:29][CH3:30])[CH2:24][PH:7]([C:1]1[CH:2]=[CH:3][CH:4]=[CH:5][CH:6]=1)([C:8]1[CH:13]=[CH:12][CH:11]=[CH:10][CH:9]=1)[C:14]1[CH:15]=[CH:16][CH:17]=[CH:18][CH:19]=1, predict the reactants needed to synthesize it. The reactants are: [C:1]1([P:7]([C:14]2[CH:19]=[CH:18][CH:17]=[CH:16][CH:15]=2)[C:8]2[CH:13]=[CH:12][CH:11]=[CH:10][CH:9]=2)[CH:6]=[CH:5][CH:4]=[CH:3][CH:2]=1.[CH3:20][C:21]1[CH:22]=[C:23]([CH:26]=[CH:27][C:28]=1[O:29][CH3:30])[CH2:24][Cl:25]. (6) Given the product [CH3:1][C@H:2]1[C@@H:7]([N:8]([C:10]2[N:18]=[CH:17][N:16]=[C:15]3[C:11]=2[CH:12]=[CH:13][NH:14]3)[CH3:9])[CH2:6][N:5]([C:19]([CH2:21][C:22]#[N:23])=[O:20])[CH2:4][CH2:3]1.[CH2:32]([C:27]([OH:28])([C:29]([OH:31])=[O:30])[CH2:26][C:25]([OH:37])=[O:36])[C:33]([OH:35])=[O:34], predict the reactants needed to synthesize it. The reactants are: [CH3:1][C@H:2]1[C@@H:7]([N:8]([C:10]2[N:18]=[CH:17][N:16]=[C:15]3[C:11]=2[CH:12]=[CH:13][NH:14]3)[CH3:9])[CH2:6][N:5]([C:19]([CH2:21][C:22]#[N:23])=[O:20])[CH2:4][CH2:3]1.Cl.[C:25]([OH:37])(=[O:36])[CH2:26][C:27]([CH2:32][C:33]([OH:35])=[O:34])([C:29]([OH:31])=[O:30])[OH:28].C(NC(C)C)(C)C. (7) Given the product [F:1][C:2]1[CH:7]=[CH:6][C:5]([C:8]2[C:13](/[CH:14]=[CH:15]/[C@@H:16]([OH:24])[CH2:17][C@@H:18]([OH:23])[CH2:19][C:20]([O-:22])=[O:21])=[C:12]([CH:25]([CH3:27])[CH3:26])[N:11]=[C:10]([N:28]([CH3:33])[S:29]([CH3:32])(=[O:31])=[O:30])[N:9]=2)=[CH:4][CH:3]=1.[NH4+:35], predict the reactants needed to synthesize it. The reactants are: [F:1][C:2]1[CH:7]=[CH:6][C:5]([C:8]2[C:13](/[CH:14]=[CH:15]/[C@@H:16]([OH:24])[CH2:17][C@@H:18]([OH:23])[CH2:19][C:20]([O-:22])=[O:21])=[C:12]([CH:25]([CH3:27])[CH3:26])[N:11]=[C:10]([N:28]([CH3:33])[S:29]([CH3:32])(=[O:31])=[O:30])[N:9]=2)=[CH:4][CH:3]=1.C[NH3+:35].C(OCC)(=O)C.Cl.O. (8) Given the product [CH2:15]([O:14][C@@H:5]([CH2:6][C:7]1[CH:8]=[CH:9][C:10]([O:13][CH2:23][CH2:24][CH2:25][CH2:26][C:27]2[CH:32]=[CH:31][C:30]([N+:33]([O-:35])=[O:34])=[CH:29][CH:28]=2)=[CH:11][CH:12]=1)[C:4]([O:3][CH2:1][CH3:2])=[O:17])[CH3:16], predict the reactants needed to synthesize it. The reactants are: [CH2:1]([O:3][C:4](=[O:17])[C@@H:5]([O:14][CH2:15][CH3:16])[CH2:6][C:7]1[CH:12]=[CH:11][C:10]([OH:13])=[CH:9][CH:8]=1)[CH3:2].CS(O[CH2:23][CH2:24][CH2:25][CH2:26][C:27]1[CH:32]=[CH:31][C:30]([N+:33]([O-:35])=[O:34])=[CH:29][CH:28]=1)(=O)=O.C(=O)([O-])[O-].[K+].[K+]. (9) Given the product [Br:1][C:2]1[CH:3]=[C:4]2[C:8](=[CH:9][CH:10]=1)[N:7]([S:11]([C:14]1[CH:19]=[CH:18][C:17]([CH:20]([CH3:22])[CH3:21])=[CH:16][CH:15]=1)(=[O:13])=[O:12])[CH:6]=[C:5]2[CH2:23][N:25]1[CH2:31][CH2:30][CH2:29][NH:28][CH2:27][CH2:26]1, predict the reactants needed to synthesize it. The reactants are: [Br:1][C:2]1[CH:3]=[C:4]2[C:8](=[CH:9][CH:10]=1)[N:7]([S:11]([C:14]1[CH:19]=[CH:18][C:17]([CH:20]([CH3:22])[CH3:21])=[CH:16][CH:15]=1)(=[O:13])=[O:12])[CH:6]=[C:5]2[CH2:23]Cl.[NH:25]1[CH2:31][CH2:30][CH2:29][NH:28][CH2:27][CH2:26]1.